Dataset: CYP2D6 inhibition data for predicting drug metabolism from PubChem BioAssay. Task: Regression/Classification. Given a drug SMILES string, predict its absorption, distribution, metabolism, or excretion properties. Task type varies by dataset: regression for continuous measurements (e.g., permeability, clearance, half-life) or binary classification for categorical outcomes (e.g., BBB penetration, CYP inhibition). Dataset: cyp2d6_veith. The molecule is COc1nc(OCCNC(C)=O)nc(N(C)C)n1. The result is 0 (non-inhibitor).